From a dataset of Full USPTO retrosynthesis dataset with 1.9M reactions from patents (1976-2016). Predict the reactants needed to synthesize the given product. (1) Given the product [F:1][C:2]1[CH:15]=[CH:14][C:5]([O:6][CH2:7][C:8]([OH:10])=[O:9])=[C:4]([CH3:16])[C:3]=1[NH:17][CH2:18][C:19]1[CH:24]=[C:23]([CH3:25])[CH:22]=[C:21]([C:26]2[CH:31]=[CH:30][CH:29]=[C:28]([F:32])[CH:27]=2)[C:20]=1[F:33], predict the reactants needed to synthesize it. The reactants are: [F:1][C:2]1[CH:15]=[CH:14][C:5]([O:6][CH2:7][C:8]([O:10]C(C)C)=[O:9])=[C:4]([CH3:16])[C:3]=1[NH:17][CH2:18][C:19]1[CH:24]=[C:23]([CH3:25])[CH:22]=[C:21]([C:26]2[CH:31]=[CH:30][CH:29]=[C:28]([F:32])[CH:27]=2)[C:20]=1[F:33].[OH-].[Na+].Cl. (2) The reactants are: [NH2:1][C:2]1[C:3]([OH:9])=[N:4][CH:5]=[C:6]([CH3:8])[CH:7]=1.O=[C:11]1[CH2:16][CH2:15][N:14]([C:17]([O:19][C:20]([CH3:23])([CH3:22])[CH3:21])=[O:18])[CH2:13][CH2:12]1.C(O[BH-](OC(=O)C)OC(=O)C)(=O)C.[Na+].[OH-].[Na+]. Given the product [OH:9][C:3]1[C:2]([NH:1][CH:11]2[CH2:16][CH2:15][N:14]([C:17]([O:19][C:20]([CH3:23])([CH3:22])[CH3:21])=[O:18])[CH2:13][CH2:12]2)=[CH:7][C:6]([CH3:8])=[CH:5][N:4]=1, predict the reactants needed to synthesize it. (3) Given the product [CH3:3][C:4]1[N:8]2[C:9]3[CH:15]=[C:14]([CH3:16])[N:13]([CH2:19][C:20]4[CH:25]=[CH:24][N:23]=[CH:22][CH:21]=4)[C:10]=3[CH:11]=[CH:12][C:7]2=[N:6][N:5]=1, predict the reactants needed to synthesize it. The reactants are: [H-].[Na+].[CH3:3][C:4]1[N:8]2[C:9]3[CH:15]=[C:14]([CH3:16])[NH:13][C:10]=3[CH:11]=[CH:12][C:7]2=[N:6][N:5]=1.Br.Br[CH2:19][C:20]1[CH:25]=[CH:24][N:23]=[CH:22][CH:21]=1.